Dataset: Reaction yield outcomes from USPTO patents with 853,638 reactions. Task: Predict the reaction yield, written as a fraction of the theoretical maximum amount of product (1.0 means a 100% yield; for example, 0.34 means a 34% yield). (1) The yield is 0.450. The reactants are [C:1]([C:3]1[C:11]2[C:6](=[CH:7][C:8]([O:12][CH3:13])=[CH:9][CH:10]=2)[N:5]([CH2:14][CH3:15])[C:4]=1[C:16]1[CH:21]=[CH:20][C:19]([NH:22][S:23]([CH3:26])(=[O:25])=[O:24])=[CH:18][CH:17]=1)#[N:2].[H-].[Na+].I[CH3:30]. The product is [C:1]([C:3]1[C:11]2[C:6](=[CH:7][C:8]([O:12][CH3:13])=[CH:9][CH:10]=2)[N:5]([CH2:14][CH3:15])[C:4]=1[C:16]1[CH:21]=[CH:20][C:19]([N:22]([CH3:30])[S:23]([CH3:26])(=[O:24])=[O:25])=[CH:18][CH:17]=1)#[N:2]. The catalyst is CN(C=O)C.O. (2) The reactants are [Br:1][C:2]1[N:3]=[C:4]([C:16]2[CH:21]=[CH:20][C:19]([C:22]([F:25])([F:24])[F:23])=[CH:18][CH:17]=2)[N:5]([CH2:8][O:9][CH2:10][CH2:11][Si:12]([CH3:15])([CH3:14])[CH3:13])[C:6]=1Br.[Li]CCCC.[Cl:31][C:32]1[N:37]=[CH:36][CH:35]=[CH:34][N:33]=1. The catalyst is C1COCC1. The product is [Br:1][C:2]1[N:3]=[C:4]([C:16]2[CH:21]=[CH:20][C:19]([C:22]([F:25])([F:24])[F:23])=[CH:18][CH:17]=2)[N:5]([CH2:8][O:9][CH2:10][CH2:11][Si:12]([CH3:15])([CH3:14])[CH3:13])[C:6]=1[CH:36]1[NH:37][C:32]([Cl:31])=[N:33][CH:34]=[CH:35]1. The yield is 0.820. (3) The reactants are Br[C:2]1[CH:3]=[C:4]([C:14]([NH:16][CH2:17][C:18]2[C:19](=[O:26])[NH:20][C:21]([CH3:25])=[CH:22][C:23]=2[CH3:24])=[O:15])[C:5]2[CH:10]=[N:9][N:8]([CH:11]([CH3:13])[CH3:12])[C:6]=2[N:7]=1.[OH:27][CH2:28][C:29]1[CH:30]=[C:31](B(O)O)[CH:32]=[CH:33][CH:34]=1.C([O-])([O-])=O.[Na+].[Na+].CCOC(C)=O. The catalyst is O1CCOCC1.O.C1C=CC([P]([Pd]([P](C2C=CC=CC=2)(C2C=CC=CC=2)C2C=CC=CC=2)([P](C2C=CC=CC=2)(C2C=CC=CC=2)C2C=CC=CC=2)[P](C2C=CC=CC=2)(C2C=CC=CC=2)C2C=CC=CC=2)(C2C=CC=CC=2)C2C=CC=CC=2)=CC=1. The product is [CH3:24][C:23]1[CH:22]=[C:21]([CH3:25])[NH:20][C:19](=[O:26])[C:18]=1[CH2:17][NH:16][C:14]([C:4]1[C:5]2[CH:10]=[N:9][N:8]([CH:11]([CH3:13])[CH3:12])[C:6]=2[N:7]=[C:2]([C:33]2[CH:32]=[CH:31][CH:30]=[C:29]([CH2:28][OH:27])[CH:34]=2)[CH:3]=1)=[O:15]. The yield is 0.807. (4) The reactants are [Br:1][C:2]1[C:6]2[N:7]=[C:8]([Cl:12])[N:9]=[C:10](Cl)[C:5]=2[S:4][CH:3]=1.[BH4-].[Na+].O. The catalyst is O1CCCC1CCO. The product is [Br:1][C:2]1[C:6]2[N:7]=[C:8]([Cl:12])[NH:9][CH2:10][C:5]=2[S:4][CH:3]=1. The yield is 0.810. (5) The reactants are [CH2:1]([C:3]1[O:4][C:5]2[CH:11]=[C:10]([C:12]([O:14]CC)=[O:13])[CH:9]=[C:8]([O:17][C:18]3[CH:23]=[CH:22][C:21]([S:24]([CH3:27])(=[O:26])=[O:25])=[CH:20][CH:19]=3)[C:6]=2[CH:7]=1)[CH3:2].[OH-].[K+]. The catalyst is CO.O. The product is [CH2:1]([C:3]1[O:4][C:5]2[CH:11]=[C:10]([C:12]([OH:14])=[O:13])[CH:9]=[C:8]([O:17][C:18]3[CH:23]=[CH:22][C:21]([S:24]([CH3:27])(=[O:26])=[O:25])=[CH:20][CH:19]=3)[C:6]=2[CH:7]=1)[CH3:2]. The yield is 0.940. (6) The reactants are [S:1]1[CH:5]=[CH:4][N:3]=[C:2]1[C:6](=O)[CH2:7][C:8]1[CH:13]=[CH:12][CH:11]=[CH:10][CH:9]=1.[Br:15][C:16]1[CH:17]=[CH:18][C:19]([NH:22]N)=[N:20][CH:21]=1. No catalyst specified. The product is [Br:15][C:16]1[CH:17]=[C:18]2[C:7]([C:8]3[CH:13]=[CH:12][CH:11]=[CH:10][CH:9]=3)=[C:6]([C:2]3[S:1][CH:5]=[CH:4][N:3]=3)[NH:22][C:19]2=[N:20][CH:21]=1. The yield is 0.0600. (7) The reactants are [CH3:1][N:2]1[C:10]2[N:9]=[CH:8][NH:7][C:6]=2[C:5](=[O:11])[NH:4][C:3]1=[O:12].C([O-])(=O)C.[Na+].[Br:18]Br. The catalyst is C(O)(=O)C. The product is [Br:18][C:8]1[NH:7][C:6]2[C:5](=[O:11])[NH:4][C:3](=[O:12])[N:2]([CH3:1])[C:10]=2[N:9]=1. The yield is 0.966.